This data is from Reaction yield outcomes from USPTO patents with 853,638 reactions. The task is: Predict the reaction yield, written as a fraction of the theoretical maximum amount of product (1.0 means a 100% yield; for example, 0.34 means a 34% yield). (1) The reactants are [CH2:1]([N:3]1[C:12]2[C:7](=[N:8][CH:9]=[C:10]([CH2:13][C:14]3[CH:19]=[CH:18][C:17]([F:20])=[CH:16][CH:15]=3)[CH:11]=2)[C:6]([OH:21])=[C:5]([C:22]([O:24]CC)=O)[C:4]1=[O:27])[CH3:2].[NH2:28][CH2:29][CH2:30][N:31]([CH3:36])[S:32]([CH3:35])(=[O:34])=[O:33]. No catalyst specified. The product is [CH2:1]([N:3]1[C:12]2[C:7](=[N:8][CH:9]=[C:10]([CH2:13][C:14]3[CH:19]=[CH:18][C:17]([F:20])=[CH:16][CH:15]=3)[CH:11]=2)[C:6]([OH:21])=[C:5]([C:22]([NH:28][CH2:29][CH2:30][N:31]([CH3:36])[S:32]([CH3:35])(=[O:34])=[O:33])=[O:24])[C:4]1=[O:27])[CH3:2]. The yield is 0.670. (2) The reactants are C[O:2][C:3]1[CH:8]=[CH:7][C:6]([C:9](=[C:18]2[CH2:23][C:22]([CH3:25])([CH3:24])[CH2:21][C:20]([CH3:27])([CH3:26])[CH2:19]2)[C:10]2[CH:17]=[CH:16][C:13]([C:14]#[N:15])=[CH:12][CH:11]=2)=[CH:5][CH:4]=1.B(Br)(Br)Br. No catalyst specified. The product is [OH:2][C:3]1[CH:4]=[CH:5][C:6]([C:9](=[C:18]2[CH2:19][C:20]([CH3:27])([CH3:26])[CH2:21][C:22]([CH3:25])([CH3:24])[CH2:23]2)[C:10]2[CH:17]=[CH:16][C:13]([C:14]#[N:15])=[CH:12][CH:11]=2)=[CH:7][CH:8]=1. The yield is 0.520.